This data is from Reaction yield outcomes from USPTO patents with 853,638 reactions. The task is: Predict the reaction yield, written as a fraction of the theoretical maximum amount of product (1.0 means a 100% yield; for example, 0.34 means a 34% yield). (1) The reactants are [Br:1][C:2]1[CH:3]=[C:4]([C:8]2[N:9]=[N:10][NH:11][N:12]=2)[CH:5]=[CH:6][CH:7]=1.[C:13]([O:17][C:18](=[O:29])[CH2:19][O:20][C:21]1[CH:26]=[CH:25][C:24]([CH2:27]Br)=[CH:23][CH:22]=1)([CH3:16])([CH3:15])[CH3:14]. No catalyst specified. The product is [C:13]([O:17][C:18](=[O:29])[CH2:19][O:20][C:21]1[CH:26]=[CH:25][C:24]([CH2:27][N:10]2[N:11]=[N:12][C:8]([C:4]3[CH:5]=[CH:6][CH:7]=[C:2]([Br:1])[CH:3]=3)=[N:9]2)=[CH:23][CH:22]=1)([CH3:16])([CH3:15])[CH3:14]. The yield is 0.846. (2) The reactants are [OH:1][CH2:2][CH2:3][CH2:4][CH2:5][CH2:6][C:7]([O-:9])=[O:8].[K+:10].[OH-].[K+].C1(=O)OCCCCC1. The catalyst is CO. The product is [OH:1][CH2:2][CH2:3][CH2:4][CH2:5][CH2:6][C:7]([O-:9])=[O:8].[K+:10]. The yield is 0.950. (3) The reactants are [Si:1]([O:8][CH2:9][C@@H:10]([NH:14][C:15](=[O:21])[O:16][C:17]([CH3:20])([CH3:19])[CH3:18])[CH2:11][CH:12]=[CH2:13])([C:4]([CH3:7])([CH3:6])[CH3:5])([CH3:3])[CH3:2].[CH3:22]I.[H-].[Na+]. The catalyst is CN(C=O)C. The product is [Si:1]([O:8][CH2:9][C@@H:10]([N:14]([CH3:22])[C:15](=[O:21])[O:16][C:17]([CH3:20])([CH3:19])[CH3:18])[CH2:11][CH:12]=[CH2:13])([C:4]([CH3:7])([CH3:5])[CH3:6])([CH3:3])[CH3:2]. The yield is 0.810. (4) The reactants are C([O:3][C:4]([C:6]1[CH:7]=[N:8][N:9]([C:11]2[NH:15][C:14]3[CH:16]=[C:17]([S:21]([CH:24]([CH3:26])[CH3:25])(=[O:23])=[O:22])[C:18]([Cl:20])=[CH:19][C:13]=3[N:12]=2)[CH:10]=1)=[O:5])C.C1COCC1.O[Li].O. The catalyst is O. The product is [Cl:20][C:18]1[C:17]([S:21]([CH:24]([CH3:26])[CH3:25])(=[O:23])=[O:22])=[CH:16][C:14]2[NH:15][C:11]([N:9]3[CH:10]=[C:6]([C:4]([OH:5])=[O:3])[CH:7]=[N:8]3)=[N:12][C:13]=2[CH:19]=1. The yield is 0.860. (5) The reactants are C([O:8][C:9]1[CH:18]=[C:17]2[C:12]([C:13]([OH:19])=[N:14][CH:15]=[N:16]2)=[CH:11][CH:10]=1)C1C=CC=CC=1.C([O-])=O.[NH4+]. The catalyst is CN(C)C=O.[Pd].O. The product is [N:16]1[C:17]2[C:12](=[CH:11][CH:10]=[C:9]([OH:8])[CH:18]=2)[C:13]([OH:19])=[N:14][CH:15]=1. The yield is 0.670. (6) The product is [CH3:1][O:2][C:3](=[O:18])/[C:4](/[C:11]([O:13][C:14]([CH3:15])([CH3:16])[CH3:17])=[O:12])=[CH:40]/[C:38]1[CH:37]=[CH:36][C:34]2[O:35][C:31]([CH3:42])([CH3:30])[O:32][C:33]=2[CH:39]=1. The catalyst is C(Cl)Cl.[Cl-].[NH4+]. The reactants are [CH3:1][O:2][C:3](=[O:18])[CH:4]([C:11]([O:13][C:14]([CH3:17])([CH3:16])[CH3:15])=[O:12])P(OC)(OC)=O.C1CCN2C(=NCCC2)CC1.[CH3:30][C:31]1([CH3:42])[O:35][C:34]2[CH:36]=[CH:37][C:38]([CH:40]=O)=[CH:39][C:33]=2[O:32]1. The yield is 0.851. (7) The reactants are Br[C:2]1[CH:3]=[C:4]([CH:8]=[CH:9][N:10]=1)[C:5]([OH:7])=[O:6].[NH:11]1[CH:15]=[CH:14][N:13]=[CH:12]1.C([O-])([O-])=O.[Cs+].[Cs+]. The catalyst is CS(C)=O.[Cu]I. The product is [N:11]1([C:2]2[CH:3]=[C:4]([CH:8]=[CH:9][N:10]=2)[C:5]([OH:7])=[O:6])[CH:15]=[CH:14][N:13]=[CH:12]1. The yield is 0.980.